The task is: Predict the product of the given reaction.. This data is from Forward reaction prediction with 1.9M reactions from USPTO patents (1976-2016). (1) Given the reactants [N:1]([C:4](N=[N+]=[N-])=[O:5])=[N+]=[N-].[C:9]([O:13][C:14](OC([O-])=O)=[O:15])([CH3:12])([CH3:11])[CH3:10], predict the reaction product. The product is: [C:14]([C:4]([NH2:1])=[O:5])([O:13][C:9]([CH3:12])([CH3:11])[CH3:10])=[O:15]. (2) Given the reactants [Cs].Cl.[Cl:3][C:4]1[S:8][C:7]([C:9]([N:11]([CH2:22][C@@H:23]2[O:27][C:26](=[O:28])[N:25]([C:29]3[CH:34]=[CH:33][C:32]([N:35]4[CH2:40][CH2:39][O:38][CH2:37][C:36]4=[O:41])=[CH:31][CH:30]=3)[CH2:24]2)[CH:12]([C:19]([OH:21])=[O:20])[NH:13][CH2:14][CH2:15]CC=O)=[O:10])=[CH:6][CH:5]=1, predict the reaction product. The product is: [ClH:3].[Cl:3][C:4]1[S:8][C:7]([C:9]([N:11]([CH2:22][C@@H:23]2[O:27][C:26](=[O:28])[N:25]([C:29]3[CH:30]=[CH:31][C:32]([N:35]4[CH2:40][CH2:39][O:38][CH2:37][C:36]4=[O:41])=[CH:33][CH:34]=3)[CH2:24]2)[CH:12]([C:19]([OH:21])=[O:20])[NH:13][CH2:14][CH2:15][CH2:6][CH2:7][CH:9]=[O:10])=[O:10])=[CH:6][CH:5]=1. (3) Given the reactants [Br:1][C:2]1[CH:3]=[C:4]([C:17]([OH:19])=O)[N:5]([C:7]2[C:12]([C:13]([F:16])([F:15])[F:14])=[CH:11][CH:10]=[CH:9][N:8]=2)[CH:6]=1.[NH2:20][C:21]1[C:29]([Br:30])=[CH:28][C:27]([Br:31])=[CH:26][C:22]=1[C:23](O)=[O:24].BrC1C=C(C(O)=O)N(C2C(Cl)=CC=CN=2)C=1.NC1C(C)=CC(Cl)=CC=1C(O)=O, predict the reaction product. The product is: [Br:31][C:27]1[CH:28]=[C:29]([Br:30])[C:21]2[N:20]=[C:17]([C:4]3[N:5]([C:7]4[C:12]([C:13]([F:14])([F:15])[F:16])=[CH:11][CH:10]=[CH:9][N:8]=4)[CH:6]=[C:2]([Br:1])[CH:3]=3)[O:19][C:23](=[O:24])[C:22]=2[CH:26]=1.